From a dataset of Reaction yield outcomes from USPTO patents with 853,638 reactions. Predict the reaction yield, written as a fraction of the theoretical maximum amount of product (1.0 means a 100% yield; for example, 0.34 means a 34% yield). (1) The reactants are [CH3:1][O:2][C:3]1[CH:8]=[CH:7][CH:6]=[CH:5][C:4]=1[N:9]1[CH2:14][CH2:13][N:12]([CH2:15][CH2:16][CH2:17][CH2:18][N:19]2[C:23](=[O:24])[CH2:22][NH:21][C:20]2=[O:25])[CH2:11][CH2:10]1.[H-].[Na+].[F:28][CH2:29][CH2:30]OS(C1C=CC(C)=CC=1)(=O)=O. The catalyst is CN(C)C=O. The product is [F:28][CH2:29][CH2:30][N:21]1[CH2:22][C:23](=[O:24])[N:19]([CH2:18][CH2:17][CH2:16][CH2:15][N:12]2[CH2:11][CH2:10][N:9]([C:4]3[CH:5]=[CH:6][CH:7]=[CH:8][C:3]=3[O:2][CH3:1])[CH2:14][CH2:13]2)[C:20]1=[O:25]. The yield is 0.290. (2) The reactants are [Br:1][C:2]1[CH:6]=[N:5][N:4]([CH3:7])[C:3]=1[C:8]1[CH:9]=[C:10]([NH2:16])[CH:11]=[CH:12][C:13]=1[O:14][CH3:15].[CH3:17][O:18][C:19]1[CH:20]=[C:21]([N:25]=[C:26]=[O:27])[CH:22]=[CH:23][CH:24]=1. The catalyst is C(Cl)Cl. The product is [Br:1][C:2]1[CH:6]=[N:5][N:4]([CH3:7])[C:3]=1[C:8]1[CH:9]=[C:10]([NH:16][C:26]([NH:25][C:21]2[CH:22]=[CH:23][CH:24]=[C:19]([O:18][CH3:17])[CH:20]=2)=[O:27])[CH:11]=[CH:12][C:13]=1[O:14][CH3:15]. The yield is 0.940.